Predict the reaction yield, written as a fraction of the theoretical maximum amount of product (1.0 means a 100% yield; for example, 0.34 means a 34% yield). From a dataset of Reaction yield outcomes from USPTO patents with 853,638 reactions. (1) The reactants are [C:1]([C:4]1[CH:5]=[C:6]2[C:10](=[CH:11][CH:12]=1)[NH:9][C:8](=[O:13])[CH2:7]2)([OH:3])=[O:2].[NH:14]1[C:22]2[C:17](=[CH:18][CH:19]=[CH:20][CH:21]=2)[CH:16]=[C:15]1[CH:23]=O. The catalyst is N1CCCCC1.C(O)C. The product is [NH:14]1[C:22]2[C:17](=[CH:18][CH:19]=[CH:20][CH:21]=2)[CH:16]=[C:15]1[CH:23]=[C:7]1[C:6]2[C:10](=[CH:11][CH:12]=[C:4]([C:1]([OH:3])=[O:2])[CH:5]=2)[NH:9][C:8]1=[O:13]. The yield is 0.400. (2) The reactants are Br[C:2]1[CH:7]=[CH:6][C:5]([S:8]([N:11]2[CH2:21][CH2:20][CH2:19][C:13]3([C:17](=[O:18])[NH:16][CH2:15][CH2:14]3)[CH2:12]2)(=[O:10])=[O:9])=[C:4]([O:22][C:23]([F:26])([F:25])[F:24])[CH:3]=1.[C:27](=O)([O-])[O-].[K+].[K+].CB1OB(C)OB(C)O1. The catalyst is C1C=CC([P]([Pd]([P](C2C=CC=CC=2)(C2C=CC=CC=2)C2C=CC=CC=2)([P](C2C=CC=CC=2)(C2C=CC=CC=2)C2C=CC=CC=2)[P](C2C=CC=CC=2)(C2C=CC=CC=2)C2C=CC=CC=2)(C2C=CC=CC=2)C2C=CC=CC=2)=CC=1.O1CCOCC1. The product is [CH3:27][C:2]1[CH:7]=[CH:6][C:5]([S:8]([N:11]2[CH2:21][CH2:20][CH2:19][C:13]3([C:17](=[O:18])[NH:16][CH2:15][CH2:14]3)[CH2:12]2)(=[O:9])=[O:10])=[C:4]([O:22][C:23]([F:26])([F:25])[F:24])[CH:3]=1. The yield is 0.0400. (3) The reactants are [F:1][C:2]1[CH:12]=[CH:11]C(O[C@H](C)CO)=[CH:4][CH:3]=1.[C:13]1(P(C2C=CC=CC=2)C2C=CC=CC=2)[CH:18]=CC=C[CH:14]=1.[Br:32]Br.C(OCC)(=O)C.CN(C)[CH:42]=[O:43]. No catalyst specified. The product is [Br:32][C@@H:14]([O:43][C:42]1[CH:4]=[CH:3][C:2]([F:1])=[CH:12][CH:11]=1)[CH2:13][CH3:18]. The yield is 0.740. (4) The yield is 0.950. The product is [Cl:3][C:4]1[C:9]([CH3:10])=[CH:8][CH:7]=[C:6]([F:11])[C:5]=1[CH:12]([OH:14])[CH3:13]. The reactants are CO.[Cl:3][C:4]1[C:9]([CH3:10])=[CH:8][CH:7]=[C:6]([F:11])[C:5]=1[C:12](=[O:14])[CH3:13].[BH4-].[Na+].Cl. The catalyst is C1COCC1. (5) The reactants are [N+:1]([C:4]1[CH:9]=[CH:8][C:7]([OH:10])=[CH:6][C:5]=1[C:11]([F:14])([F:13])[F:12])([O-:3])=[O:2].[F:15][C:16]1[CH:17]=[C:18]([CH:21]=[CH:22][CH:23]=1)[CH2:19]Br. No catalyst specified. The product is [F:15][C:16]1[CH:17]=[C:18]([CH:21]=[CH:22][CH:23]=1)[CH2:19][O:10][C:7]1[CH:8]=[CH:9][C:4]([N+:1]([O-:3])=[O:2])=[C:5]([C:11]([F:12])([F:13])[F:14])[CH:6]=1. The yield is 0.850. (6) The reactants are [CH3:1][N:2]1[CH:6]=[C:5]([N+:7]([O-:9])=[O:8])[C:4]([C:10]([OH:12])=O)=[N:3]1.[NH2:13][CH2:14][C:15]([CH3:18])([OH:17])[CH3:16].C(NC(C)C)(C)C.CCCP1(OP(CCC)(=O)OP(CCC)(=O)O1)=O. The catalyst is C1COCC1.C(OCC)(=O)C. The product is [OH:17][C:15]([CH3:18])([CH3:16])[CH2:14][NH:13][C:10]([C:4]1[C:5]([N+:7]([O-:9])=[O:8])=[CH:6][N:2]([CH3:1])[N:3]=1)=[O:12]. The yield is 0.310.